This data is from Catalyst prediction with 721,799 reactions and 888 catalyst types from USPTO. The task is: Predict which catalyst facilitates the given reaction. (1) Reactant: [CH3:1][O:2][C:3]1[CH:9]=[CH:8][C:6]([NH2:7])=[CH:5][CH:4]=1.C(N(CC)CC)C.[Cl-].ClC1N(C)CC[NH+]1C.[CH3:26][O:27][C:28]1[C:29](=[O:56])[C:30]([CH3:55])=[C:31]([CH2:37][C:38]2[CH:39]=[CH:40][C:41]([O:47][CH2:48][C:49]3[CH:54]=[CH:53][N:52]=[CH:51][CH:50]=3)=[C:42]([CH:46]=2)[C:43](O)=[O:44])[C:32](=[O:36])[C:33]=1[O:34][CH3:35]. Product: [CH3:26][O:27][C:28]1[C:29](=[O:56])[C:30]([CH3:55])=[C:31]([CH2:37][C:38]2[CH:39]=[CH:40][C:41]([O:47][CH2:48][C:49]3[CH:54]=[CH:53][N:52]=[CH:51][CH:50]=3)=[C:42]([CH:46]=2)[C:43]([NH:7][C:6]2[CH:8]=[CH:9][C:3]([O:2][CH3:1])=[CH:4][CH:5]=2)=[O:44])[C:32](=[O:36])[C:33]=1[O:34][CH3:35]. The catalyst class is: 2. (2) Reactant: CC1(C)C(C)(C)OB([C:9]2[CH:17]=[CH:16][C:15]3[N:14]4[CH2:18][CH2:19][C:20](=[CH:21][C:22]([O:24][C:25]([CH3:28])([CH3:27])[CH3:26])=[O:23])[C:13]4=[CH:12][C:11]=3[CH:10]=2)O1.[OH-:30].[Na+].OO.Cl. Product: [OH:30][C:9]1[CH:17]=[CH:16][C:15]2[N:14]3[CH2:18][CH2:19][C:20](=[CH:21][C:22]([O:24][C:25]([CH3:28])([CH3:27])[CH3:26])=[O:23])[C:13]3=[CH:12][C:11]=2[CH:10]=1. The catalyst class is: 1. (3) Product: [NH2:17][C:11]1[C:12]([F:16])=[CH:13][CH:14]=[CH:15][C:10]=1[S:9][CH2:8][C@@H:7]([C:20]([OH:22])=[O:21])[NH:6][O:5][C:3](=[O:4])[C:2]([CH3:24])([CH3:1])[CH3:23]. Reactant: [CH3:1][C:2]([CH3:24])([CH3:23])[C:3]([O:5][NH:6][C@H:7]([C:20]([OH:22])=[O:21])[CH2:8][S:9][C:10]1[CH:15]=[CH:14][CH:13]=[C:12]([F:16])[C:11]=1[N+:17]([O-])=O)=[O:4]. The catalyst class is: 63. (4) Reactant: [C:1]1([OH:7])[CH:6]=[CH:5][CH:4]=[CH:3][CH:2]=1.[CH3:8][C:9]1[CH:10]=[CH:11][C:12](S(O)(=O)=O)=[CH:13][CH:14]=1.C[CH2:20][O:21][C:22]([CH3:24])=[O:23]. Product: [OH:7][C:1]1[CH:6]=[CH:5][C:4]([C:11]2([C:1]3[CH:6]=[CH:5][C:24]([C:22]([O:21][CH3:20])=[O:23])=[CH:3][CH:2]=3)[CH2:10][CH:9]3[CH2:8][CH:12]2[CH2:13][CH2:14]3)=[CH:3][CH:2]=1. The catalyst class is: 11. (5) Reactant: [F:1][C:2]1[CH:7]=[CH:6][CH:5]=[C:4]([F:8])[CH:3]=1.[Cl-].[NH4+].[C:11]([N:14]1[CH2:19][CH2:18][CH:17]([C:20](Cl)=[O:21])[CH2:16][CH2:15]1)(=[O:13])[CH3:12].Cl. Product: [C:11]([N:14]1[CH2:15][CH2:16][CH:17]([C:20](=[O:21])[C:5]2[CH:6]=[CH:7][C:2]([F:1])=[CH:3][C:4]=2[F:8])[CH2:18][CH2:19]1)(=[O:13])[CH3:12]. The catalyst class is: 4. (6) Reactant: I[CH2:2][CH2:3][C@H:4]([O:11][C:12]1[C:20]2[S:19][C:18]([C:21]#[N:22])=[CH:17][C:16]=2[CH:15]=[CH:14][CH:13]=1)[C:5]1[CH:10]=[CH:9][CH:8]=[CH:7][CH:6]=1.[CH3:23][NH2:24].[C:25]([OH:32])(=[O:31])/[CH:26]=[CH:27]/[C:28]([OH:30])=[O:29]. Product: [C:25]([OH:32])(=[O:31])/[CH:26]=[CH:27]/[C:28]([OH:30])=[O:29].[S:19]1[C:20]2[C:12]([O:11][C@H:4]([C:5]3[CH:10]=[CH:9][CH:8]=[CH:7][CH:6]=3)[CH2:3][CH2:2][NH:24][CH3:23])=[CH:13][CH:14]=[CH:15][C:16]=2[CH:17]=[C:18]1[C:21]#[N:22]. The catalyst class is: 83. (7) Reactant: O[CH2:2][CH2:3][N:4]1[CH2:8][CH2:7][CH2:6][C:5]1=[O:9].C1C=CC(P(C2C=CC=CC=2)C2C=CC=CC=2)=CC=1.C(Br)(Br)(Br)[Br:30]. Product: [Br:30][CH2:2][CH2:3][N:4]1[CH2:8][CH2:7][CH2:6][C:5]1=[O:9]. The catalyst class is: 2. (8) Product: [O:29]=[S:25]1(=[O:28])[CH2:26][CH2:27][N:22]2[CH:21]=[CH:20][CH:19]=[C:18]([C:15]3[CH:14]=[CH:13][C:12]([O:11][CH:8]4[CH2:9][CH2:10][C:5](=[O:4])[CH2:6][CH2:7]4)=[CH:17][CH:16]=3)[C:23]2=[N:24]1. Reactant: O1[C:5]2([CH2:10][CH2:9][CH:8]([O:11][C:12]3[CH:17]=[CH:16][C:15]([C:18]4[C:23]5=[N:24][S:25](=[O:29])(=[O:28])[CH2:26][CH2:27][N:22]5[CH:21]=[CH:20][CH:19]=4)=[CH:14][CH:13]=3)[CH2:7][CH2:6]2)[O:4]CC1.Cl.[OH-].[Na+]. The catalyst class is: 1. (9) Reactant: [CH:1]1([CH2:6][N:7]([CH2:20][C:21]2[CH:26]=[CH:25][C:24]([C:27]#[C:28][C:29]3[CH:34]=[CH:33][C:32]([O:35][CH3:36])=[CH:31][CH:30]=3)=[CH:23][CH:22]=2)[C:8]2[CH:9]=[CH:10][C:11]([OH:19])=[C:12]([CH:18]=2)[C:13]([O:15]CC)=[O:14])[CH2:5][CH2:4][CH2:3][CH2:2]1.O.[Li+].[OH-].Cl. Product: [CH:1]1([CH2:6][N:7]([CH2:20][C:21]2[CH:22]=[CH:23][C:24]([C:27]#[C:28][C:29]3[CH:34]=[CH:33][C:32]([O:35][CH3:36])=[CH:31][CH:30]=3)=[CH:25][CH:26]=2)[C:8]2[CH:9]=[CH:10][C:11]([OH:19])=[C:12]([CH:18]=2)[C:13]([OH:15])=[O:14])[CH2:5][CH2:4][CH2:3][CH2:2]1. The catalyst class is: 1.